Dataset: Full USPTO retrosynthesis dataset with 1.9M reactions from patents (1976-2016). Task: Predict the reactants needed to synthesize the given product. (1) Given the product [Cl:1][C:2]1[CH:7]=[CH:6][CH:5]=[CH:4][C:3]=1[CH2:8][CH2:9][C:10]1[N:13]=[C:35]([CH2:34][N:17]2[CH2:18][CH2:19][CH2:20][C:21]([C:28]3[CH:33]=[CH:32][CH:31]=[CH:30][CH:29]=3)([C:22]3[CH:27]=[CH:26][CH:25]=[CH:24][CH:23]=3)[C:16]2=[O:15])[O:12][N:11]=1, predict the reactants needed to synthesize it. The reactants are: [Cl:1][C:2]1[CH:7]=[CH:6][CH:5]=[CH:4][C:3]=1[CH2:8][CH2:9]/[C:10](=[N:13]/[H])/[NH:11][OH:12].[O:15]=[C:16]1[C:21]([C:28]2[CH:33]=[CH:32][CH:31]=[CH:30][CH:29]=2)([C:22]2[CH:27]=[CH:26][CH:25]=[CH:24][CH:23]=2)[CH2:20][CH2:19][CH2:18][N:17]1[CH2:34][C:35](O)=O.Cl.C(N=C=NCCCN(C)C)C. (2) Given the product [Cl:36][CH:37]([Cl:41])[C:38]([N:20]([CH2:21][CH2:22][C:23]([O:25][CH:26]([CH3:28])[CH3:27])=[O:24])[C:18]1[CH:17]=[CH:16][N:15]=[C:14]([C:12]2[O:11][N:10]=[C:9]([C:3]3[C:4]([Cl:8])=[CH:5][CH:6]=[CH:7][C:2]=3[Cl:1])[CH:13]=2)[CH:19]=1)=[O:39], predict the reactants needed to synthesize it. The reactants are: [Cl:1][C:2]1[CH:7]=[CH:6][CH:5]=[C:4]([Cl:8])[C:3]=1[C:9]1[CH:13]=[C:12]([C:14]2[CH:19]=[C:18]([NH:20][CH2:21][CH2:22][C:23]([O:25][CH:26]([CH3:28])[CH3:27])=[O:24])[CH:17]=[CH:16][N:15]=2)[O:11][N:10]=1.C(N(CC)CC)C.[Cl:36][CH:37]([Cl:41])[C:38](Cl)=[O:39]. (3) Given the product [O:17]([C:2]1[C:3]([C:12]#[N:13])=[N:4][CH:5]=[C:6]([C:8]([F:11])([F:10])[F:9])[CH:7]=1)[C:18]1[CH:23]=[CH:22][CH:21]=[CH:20][CH:19]=1, predict the reactants needed to synthesize it. The reactants are: Cl[C:2]1[C:3]([C:12]#[N:13])=[N:4][CH:5]=[C:6]([C:8]([F:11])([F:10])[F:9])[CH:7]=1.O.O.O.[O-:17][C:18]1[CH:23]=[CH:22][CH:21]=[CH:20][CH:19]=1.[Na+].CN(C=O)C. (4) Given the product [C:1]([O:5][C:6]([N:8]1[CH2:13][CH2:12][CH:11]([C:14]2[CH:19]=[CH:18][CH:17]=[C:16]([CH2:20][NH:21][C:22](=[O:27])[C:23]([F:26])([F:24])[F:25])[N:15]=2)[CH2:10][CH2:9]1)=[O:7])([CH3:4])([CH3:2])[CH3:3], predict the reactants needed to synthesize it. The reactants are: [C:1]([O:5][C:6]([N:8]1[CH2:13][CH:12]=[C:11]([C:14]2[CH:19]=[CH:18][CH:17]=[C:16]([CH2:20][NH:21][C:22](=[O:27])[C:23]([F:26])([F:25])[F:24])[N:15]=2)[CH2:10][CH2:9]1)=[O:7])([CH3:4])([CH3:3])[CH3:2].[H][H].